This data is from Peptide-MHC class I binding affinity with 185,985 pairs from IEDB/IMGT. The task is: Regression. Given a peptide amino acid sequence and an MHC pseudo amino acid sequence, predict their binding affinity value. This is MHC class I binding data. (1) The peptide sequence is TNYSYYFL. The MHC is H-2-Db with pseudo-sequence H-2-Db. The binding affinity (normalized) is 0.432. (2) The peptide sequence is IPVRRGYTT. The MHC is HLA-B35:01 with pseudo-sequence HLA-B35:01. The binding affinity (normalized) is 0.256. (3) The peptide sequence is DPNPQEVVL. The MHC is HLA-B51:01 with pseudo-sequence HLA-B51:01. The binding affinity (normalized) is 0.155. (4) The peptide sequence is SHAAIGAYL. The MHC is HLA-B27:05 with pseudo-sequence HLA-B27:05. The binding affinity (normalized) is 0.0847. (5) The peptide sequence is HVLSHNSYEK. The MHC is HLA-A31:01 with pseudo-sequence HLA-A31:01. The binding affinity (normalized) is 0.149. (6) The peptide sequence is TVFYNIPPM. The MHC is HLA-B57:01 with pseudo-sequence HLA-B57:01. The binding affinity (normalized) is 0.213.